From a dataset of Full USPTO retrosynthesis dataset with 1.9M reactions from patents (1976-2016). Predict the reactants needed to synthesize the given product. (1) Given the product [Cl:18][C:15]1[CH:16]=[CH:17][C:12]([S:9]([N:8]([C:7]2[C:2]([CH:39]([OH:40])[C:37]3[CH:36]=[CH:35][N:34]=[C:33]([CH3:32])[CH:38]=3)=[N:3][CH:4]=[C:5]([Cl:26])[CH:6]=2)[CH2:23][O:24][CH3:25])(=[O:11])=[O:10])=[CH:13][C:14]=1[C:19]([F:22])([F:21])[F:20], predict the reactants needed to synthesize it. The reactants are: Br[C:2]1[C:7]([N:8]([CH2:23][O:24][CH3:25])[S:9]([C:12]2[CH:17]=[CH:16][C:15]([Cl:18])=[C:14]([C:19]([F:22])([F:21])[F:20])[CH:13]=2)(=[O:11])=[O:10])=[CH:6][C:5]([Cl:26])=[CH:4][N:3]=1.C([Mg]Cl)(C)C.[CH3:32][C:33]1[CH:38]=[C:37]([CH:39]=[O:40])[CH:36]=[CH:35][N:34]=1. (2) Given the product [CH2:11]([O:18][C:19]([NH:21][CH2:22][C:23](=[O:26])[CH2:24][CH3:25])=[O:20])[C:12]1[CH:17]=[CH:16][CH:15]=[CH:14][CH:13]=1, predict the reactants needed to synthesize it. The reactants are: C(Cl)(=O)C(Cl)=O.CS(C)=O.[CH2:11]([O:18][C:19]([NH:21][CH2:22][CH:23]([OH:26])[CH2:24][CH3:25])=[O:20])[C:12]1[CH:17]=[CH:16][CH:15]=[CH:14][CH:13]=1.C(N(CC)CC)C. (3) Given the product [F:14][C:8]1[CH:9]=[CH:10][CH:11]=[C:12]([F:13])[C:7]=1[C:4]1[C:15]([CH3:16])=[N:27][N:26]([CH3:25])[C:5]=1[NH2:6], predict the reactants needed to synthesize it. The reactants are: C([CH:4]([C:7]1[C:12]([F:13])=[CH:11][CH:10]=[CH:9][C:8]=1[F:14])[C:5]#[N:6])(=O)C.[C:15]([O-])(=O)[CH3:16].[Na+].S(O)(O)(=O)=O.[CH3:25][NH:26][NH2:27].O. (4) Given the product [CH2:1]([O:3][C:4](=[O:24])[CH2:5][CH:6]([C:8]1[CH:13]=[CH:12][C:11]([O:14][C:15]([C:18]([O:20][CH2:21][CH3:22])=[O:19])([CH3:16])[CH3:17])=[C:10]([CH3:23])[CH:9]=1)[CH3:7])[CH3:2], predict the reactants needed to synthesize it. The reactants are: [CH2:1]([O:3][C:4](=[O:24])[CH:5]=[C:6]([C:8]1[CH:13]=[CH:12][C:11]([O:14][C:15]([C:18]([O:20][CH2:21][CH3:22])=[O:19])([CH3:17])[CH3:16])=[C:10]([CH3:23])[CH:9]=1)[CH3:7])[CH3:2]. (5) The reactants are: Cl[C:2]1[N:7]=[CH:6][C:5]([Cl:8])=[CH:4][N:3]=1.[CH3:9][C:10]1[CH:11]=[C:12]([CH:14]=[C:15]([C:17]2[S:21][CH:20]=[N:19][CH:18]=2)[CH:16]=1)[NH2:13].CC1(C)C2C(=C(P(C3C=CC=CC=3)C3C=CC=CC=3)C=CC=2)OC2C(P(C3C=CC=CC=3)C3C=CC=CC=3)=CC=CC1=2.C(=O)([O-])[O-].[Cs+].[Cs+]. Given the product [Cl:8][C:5]1[CH:4]=[N:3][C:2]([NH:13][C:12]2[CH:14]=[C:15]([C:17]3[S:21][CH:20]=[N:19][CH:18]=3)[CH:16]=[C:10]([CH3:9])[CH:11]=2)=[N:7][CH:6]=1, predict the reactants needed to synthesize it. (6) Given the product [F:3][C:4]1[C:13]([F:14])=[CH:12][C:11]([F:19])=[C:10]([F:20])[C:5]=1[C:6]([O:8][CH3:9])=[O:7], predict the reactants needed to synthesize it. The reactants are: [OH-].[K+].[F:3][C:4]1[C:13]([F:14])=[C:12](C(OC)=O)[C:11]([F:19])=[C:10]([F:20])[C:5]=1[C:6]([O:8][CH3:9])=[O:7].[H][H].